Dataset: Full USPTO retrosynthesis dataset with 1.9M reactions from patents (1976-2016). Task: Predict the reactants needed to synthesize the given product. (1) Given the product [Cl:1][C:2]1[CH:3]=[C:4]([N:8]2[C:12]3[C:13](=[O:24])[N:14]([C:17]4[CH:22]=[CH:21][C:20]([N:34]5[CH2:33][CH2:32][CH2:31][CH2:30][C:29]5=[O:35])=[CH:19][CH:18]=4)[CH2:15][CH2:16][C:11]=3[C:10]([S:25]([CH3:28])(=[O:27])=[O:26])=[N:9]2)[CH:5]=[CH:6][CH:7]=1, predict the reactants needed to synthesize it. The reactants are: [Cl:1][C:2]1[CH:3]=[C:4]([N:8]2[C:12]3[C:13](=[O:24])[N:14]([C:17]4[CH:22]=[CH:21][C:20](I)=[CH:19][CH:18]=4)[CH2:15][CH2:16][C:11]=3[C:10]([S:25]([CH3:28])(=[O:27])=[O:26])=[N:9]2)[CH:5]=[CH:6][CH:7]=1.[C:29]1(=[O:35])[NH:34][CH2:33][CH2:32][CH2:31][CH2:30]1.C(=O)([O-])[O-].[K+].[K+].N1C2C(=CC=C3C=2N=CC=C3)C=CC=1.[OH-].[NH4+]. (2) The reactants are: C(=O)([O-])[O-].[K+].[K+].I[C:8]1[C:13]([O:14][C:15]2[C:24]3[C:19](=[CH:20][C:21]([O:27][CH3:28])=[C:22]([O:25][CH3:26])[CH:23]=3)[N:18]=[CH:17][CH:16]=2)=[CH:12][CH:11]=[C:10]([CH3:29])[N:9]=1.CC1(C)C(C)(C)OC(B[C:39]2[CH:40]=[N:41][NH:42][CH:43]=2)O1. Given the product [CH3:26][O:25][C:22]1[CH:23]=[C:24]2[C:19](=[CH:20][C:21]=1[O:27][CH3:28])[N:18]=[CH:17][CH:16]=[C:15]2[O:14][C:13]1[C:8]([C:39]2[CH:40]=[N:41][NH:42][CH:43]=2)=[N:9][C:10]([CH3:29])=[CH:11][CH:12]=1, predict the reactants needed to synthesize it. (3) Given the product [C:30]1([NH:27][C:28]([N:4]2[C:5]3[CH:10]=[CH:9][C:8]([O:11][C:12]4[CH:21]=[CH:20][N:19]=[C:18]5[C:13]=4[C:14]4[CH:26]=[CH:25][CH:24]=[CH:23][C:15]=4[C:16](=[O:22])[NH:17]5)=[CH:7][C:6]=3[O:1][CH2:2][CH2:3]2)=[O:29])[CH:35]=[CH:34][CH:33]=[CH:32][CH:31]=1, predict the reactants needed to synthesize it. The reactants are: [O:1]1[C:6]2[CH:7]=[C:8]([O:11][C:12]3[CH:21]=[CH:20][N:19]=[C:18]4[C:13]=3[C:14]3[CH:26]=[CH:25][CH:24]=[CH:23][C:15]=3[C:16](=[O:22])[NH:17]4)[CH:9]=[CH:10][C:5]=2[NH:4][CH2:3][CH2:2]1.[N:27]([C:30]1[CH:35]=[CH:34][CH:33]=[CH:32][CH:31]=1)=[C:28]=[O:29]. (4) Given the product [F:31][C:2]([F:1])([F:32])[C:3]1[CH:4]=[CH:5][C:6]([C@@H:9]2[C:18]3[C:13](=[CH:14][CH:15]=[CH:16][CH:17]=3)[CH2:12][CH2:11][N:10]2[C:19]([NH:33][C:34]2[CH:35]=[N:36][C:37]([C:40]([F:43])([F:41])[F:42])=[CH:38][CH:39]=2)=[O:20])=[CH:7][CH:8]=1, predict the reactants needed to synthesize it. The reactants are: [F:1][C:2]([F:32])([F:31])[C:3]1[CH:8]=[CH:7][C:6]([C@@H:9]2[C:18]3[C:13](=[CH:14][CH:15]=[CH:16][CH:17]=3)[CH2:12][CH2:11][N:10]2[C:19](OC2C=CC([N+]([O-])=O)=CC=2)=[O:20])=[CH:5][CH:4]=1.[NH2:33][C:34]1[CH:35]=[N:36][C:37]([C:40]([F:43])([F:42])[F:41])=[CH:38][CH:39]=1.[H-].[Na+].O. (5) Given the product [Br:1][C:2]1[C:7]([OH:8])=[CH:6][CH:5]=[C:4]([I:15])[N:3]=1, predict the reactants needed to synthesize it. The reactants are: [Br:1][C:2]1[C:7]([OH:8])=[CH:6][CH:5]=[CH:4][N:3]=1.C([O-])([O-])=O.[K+].[K+].[I:15]I.Cl. (6) Given the product [Cl:9][C:10]1[CH:15]=[CH:14][C:13]([O:1][C@H:2]([CH2:7][CH3:8])[C:3]([O:5][CH3:6])=[O:4])=[CH:12][C:11]=1[CH3:17], predict the reactants needed to synthesize it. The reactants are: [OH:1][C@@H:2]([CH2:7][CH3:8])[C:3]([O:5][CH3:6])=[O:4].[Cl:9][C:10]1[CH:15]=[CH:14][C:13](O)=[CH:12][C:11]=1[CH3:17]. (7) Given the product [I:1][C:13]1[CH:12]=[C:11]([C:10]([F:18])([F:19])[F:9])[CH:16]=[CH:15][C:14]=1[OH:17], predict the reactants needed to synthesize it. The reactants are: [I:1]N1C(=O)CCC1=O.[F:9][C:10]([F:19])([F:18])[C:11]1[CH:16]=[CH:15][C:14]([OH:17])=[CH:13][CH:12]=1.S(=O)(=O)(O)O. (8) Given the product [Cl:34][C:33]1[C:28]([C:15]2[CH:14]=[CH:10][CH:9]=[C:8]([CH3:7])[CH:16]=2)=[N:29][CH:30]=[CH:31][CH:32]=1, predict the reactants needed to synthesize it. The reactants are: ClC1[C:7]([C:8]2[CH:9]=[C:10]3[C:14](=[CH:15][CH:16]=2)NN=C3)=CC=CN=1.CC1C=C(B(O)O)C=CC=1.Br[C:28]1[C:33]([Cl:34])=[CH:32][CH:31]=[CH:30][N:29]=1.C([O-])([O-])=O.[Na+].[Na+]. (9) Given the product [CH3:11][O:10][C:7]1[CH:8]=[CH:9][C:2]([N:12]2[CH:16]=[N:15][CH:14]=[N:13]2)=[C:3]([CH:6]=1)[CH:4]=[O:5], predict the reactants needed to synthesize it. The reactants are: F[C:2]1[CH:9]=[CH:8][C:7]([O:10][CH3:11])=[CH:6][C:3]=1[CH:4]=[O:5].[NH:12]1[CH:16]=[N:15][CH:14]=[N:13]1.C([O-])([O-])=O.[K+].[K+].